From a dataset of Catalyst prediction with 721,799 reactions and 888 catalyst types from USPTO. Predict which catalyst facilitates the given reaction. (1) Reactant: C(N(CC)CC)C.[Cl:8][C:9]1[CH:14]=[CH:13][CH:12]=[C:11]([OH:15])[C:10]=1[OH:16].[F:17][C:18]([F:31])([F:30])[S:19](O[S:19]([C:18]([F:31])([F:30])[F:17])(=[O:21])=[O:20])(=[O:21])=[O:20]. Product: [F:17][C:18]([F:31])([F:30])[S:19]([O:16][C:10]1[C:11]([O:15][S:19]([C:18]([F:17])([F:30])[F:31])(=[O:20])=[O:21])=[CH:12][CH:13]=[CH:14][C:9]=1[Cl:8])(=[O:21])=[O:20]. The catalyst class is: 2. (2) Reactant: [C:1]([NH:6][CH2:7][C:8]1[CH:17]=[CH:16][C:11]([C:12]([O:14][CH3:15])=[O:13])=[CH:10][N:9]=1)(=O)[CH:2]([CH3:4])[CH3:3].P(Cl)(Cl)(Cl)=O.C. Product: [CH:2]([C:1]1[N:9]2[CH:10]=[C:11]([C:12]([O:14][CH3:15])=[O:13])[CH:16]=[CH:17][C:8]2=[CH:7][N:6]=1)([CH3:4])[CH3:3]. The catalyst class is: 224.